This data is from Full USPTO retrosynthesis dataset with 1.9M reactions from patents (1976-2016). The task is: Predict the reactants needed to synthesize the given product. (1) Given the product [CH2:22]([CH:24]([C:27]1[C:28]2[N:29]([C:34]([C:3]3[S:4][C:5]4=[CH:6][N:7]=[CH:8][CH:9]=[C:10]4[C:2]=3[CH3:1])=[C:35]([CH3:37])[N:36]=2)[N:30]=[C:31]([CH3:33])[CH:32]=1)[CH2:25][CH3:26])[CH3:23], predict the reactants needed to synthesize it. The reactants are: [CH3:1][C:2]1[C:10]2[C:5](=[CH:6][N:7]=[CH:8][CH:9]=2)[S:4][CH:3]=1.[Li]CCCC.CCCCCC.[CH2:22]([CH:24]([C:27]1[C:28]2[N:29]([C:34](I)=[C:35]([CH3:37])[N:36]=2)[N:30]=[C:31]([CH3:33])[CH:32]=1)[CH2:25][CH3:26])[CH3:23]. (2) Given the product [F:1][C:2]1[CH:3]=[CH:4][C:5]([OH:14])=[C:6]2[C:10]=1[O:9][CH:8]([CH3:11])[CH2:7]2, predict the reactants needed to synthesize it. The reactants are: [F:1][C:2]1[CH:3]=[CH:4][C:5](N)=[C:6]2[C:10]=1[O:9][CH:8]([CH3:11])[CH2:7]2.N([O-])=[O:14].[Na+]. (3) Given the product [CH3:11][N:10]([CH3:14])[C:4]1[S:5][C:6]([C:7](=[O:9])[CH3:8])=[C:2]([CH3:1])[N:3]=1, predict the reactants needed to synthesize it. The reactants are: [CH3:1][C:2]1[N:3]=[C:4]([NH:10][CH3:11])[S:5][C:6]=1[C:7](=[O:9])[CH3:8].[H-].[Na+].[CH3:14]I.